This data is from Forward reaction prediction with 1.9M reactions from USPTO patents (1976-2016). The task is: Predict the product of the given reaction. (1) Given the reactants [C:1]([O:5][CH2:6][CH3:7])(=[O:4])[CH2:2][SH:3].[H-].[Na+].[Cl:10][C:11]1[CH:16]=[C:15]([O:17][CH3:18])[C:14]([O:19][CH2:20][O:21][CH3:22])=[CH:13][C:12]=1[C:23]1[C:24]2[C:35]([C:36]#[N:37])=[CH:34][N:33]([CH2:38][O:39][CH2:40][CH2:41][Si:42]([CH3:45])([CH3:44])[CH3:43])[C:25]=2[N:26]=[C:27](SC(C)C)[N:28]=1, predict the reaction product. The product is: [CH2:6]([O:5][C:1](=[O:4])[CH2:2][S:3][C:27]1[N:28]=[C:23]([C:12]2[CH:13]=[C:14]([O:19][CH2:20][O:21][CH3:22])[C:15]([O:17][CH3:18])=[CH:16][C:11]=2[Cl:10])[C:24]2[C:35]([C:36]#[N:37])=[CH:34][N:33]([CH2:38][O:39][CH2:40][CH2:41][Si:42]([CH3:44])([CH3:45])[CH3:43])[C:25]=2[N:26]=1)[CH3:7]. (2) Given the reactants [CH2:1]1[CH:5]2[CH2:6][CH:7](Br)[CH:3]([CH2:4]2)[CH2:2]1.[Mg].Cl[C:11]1[C:16]([CH3:17])=[C:15]([C:18]2[CH:23]=[CH:22][CH:21]=[CH:20][CH:19]=2)[N:14]=[CH:13][N:12]=1.[Cl-].[NH4+], predict the reaction product. The product is: [CH3:17][C:16]1[C:11]([CH:7]2[CH2:6][CH:5]3[CH2:4][CH:3]2[CH2:2][CH2:1]3)=[N:12][CH:13]=[N:14][C:15]=1[C:18]1[CH:19]=[CH:20][CH:21]=[CH:22][CH:23]=1. (3) Given the reactants C(OC([NH:8][C@H:9]([CH2:15][CH:16]1[CH2:21][CH2:20][CH2:19][CH2:18][CH2:17]1)[CH:10]([OH:14])[C:11]([OH:13])=[O:12])=O)(C)(C)C.N[C@H:23]1[C:31]2[C:26](=[CH:27][CH:28]=[CH:29][CH:30]=2)[CH2:25][C@H:24]1O.Cl.C[N:35](C)CCCN=C=NCC.ON1C2C=CC=CC=2N=N1.CN1CCOCC1, predict the reaction product. The product is: [NH2:8][C@H:9]([CH2:15][CH:16]1[CH2:17][CH2:18][CH2:19][CH2:20][CH2:21]1)[CH:10]([OH:14])[C:11]([O:13][C@H:23]1[C:31]2[C:26](=[CH:27][CH:28]=[CH:29][CH:30]=2)[CH2:25][C@H:24]1[NH2:35])=[O:12]. (4) Given the reactants [N:1]1[C:5]2[CH:6]=[CH:7][C:8]([C:10]([NH:12][NH2:13])=O)=[CH:9][C:4]=2[NH:3][CH:2]=1.[CH2:14]([N:21]=[C:22]=[S:23])[C:15]1[CH:20]=[CH:19][CH:18]=[CH:17][CH:16]=1, predict the reaction product. The product is: [NH:1]1[C:5]2[CH:6]=[CH:7][C:8]([C:10]3[N:21]([CH2:14][C:15]4[CH:20]=[CH:19][CH:18]=[CH:17][CH:16]=4)[C:22](=[S:23])[NH:13][N:12]=3)=[CH:9][C:4]=2[N:3]=[CH:2]1. (5) The product is: [CH3:13][O:14][C:15]1[CH:16]=[CH:17][C:18]([N:21]2[C:26](=[O:27])[C:25]([CH2:28][C:29]3[CH:34]=[CH:33][C:32]([C:35]4[CH:40]=[CH:39][CH:38]=[CH:37][C:36]=4[C:41]4[NH:3][C:4](=[O:7])[O:5][N:42]=4)=[CH:31][CH:30]=3)=[C:24]([CH2:43][CH2:44][CH3:45])[N:23]=[C:22]2[CH3:46])=[CH:19][CH:20]=1. Given the reactants [Cl-].O[NH3+:3].[C:4](=[O:7])([O-])[OH:5].[Na+].CS(C)=O.[CH3:13][O:14][C:15]1[CH:20]=[CH:19][C:18]([N:21]2[C:26](=[O:27])[C:25]([CH2:28][C:29]3[CH:34]=[CH:33][C:32]([C:35]4[C:36]([C:41]#[N:42])=[CH:37][CH:38]=[CH:39][CH:40]=4)=[CH:31][CH:30]=3)=[C:24]([CH2:43][CH2:44][CH3:45])[N:23]=[C:22]2[CH3:46])=[CH:17][CH:16]=1, predict the reaction product.